Dataset: Forward reaction prediction with 1.9M reactions from USPTO patents (1976-2016). Task: Predict the product of the given reaction. (1) Given the reactants Cl[C:2]([O:4][CH2:5][CH3:6])=[O:3].[CH:7]1([O:12][C:13]2[CH:18]=[CH:17][C:16]([NH:19][C:20]([NH:22][C:23]3[CH:28]=[CH:27][C:26]([N:29]4[CH2:33][CH2:32][CH:31](NC)[CH2:30]4)=[CH:25][CH:24]=3)=[O:21])=[CH:15][CH:14]=2)[CH2:11][CH2:10][CH2:9][CH2:8]1.C[CH2:37][N:38](C(C)C)C(C)C, predict the reaction product. The product is: [CH:7]1([O:12][C:13]2[CH:14]=[CH:15][C:16]([NH:19][C:20](=[O:21])[NH:22][C:23]3[CH:28]=[CH:27][C:26]([N:29]4[CH2:33][CH2:32][CH:31]([CH2:37][NH:38][C:2](=[O:3])[O:4][CH2:5][CH3:6])[CH2:30]4)=[CH:25][CH:24]=3)=[CH:17][CH:18]=2)[CH2:8][CH2:9][CH2:10][CH2:11]1. (2) Given the reactants [I-].[Na+].[CH3:3][O:4][CH2:5][CH2:6][NH2:7].[O:8]([CH2:16][CH2:17]Br)[Si:9]([C:12]([CH3:15])([CH3:14])[CH3:13])([CH3:11])[CH3:10], predict the reaction product. The product is: [O:8]([CH2:16][CH2:17][NH:7][CH2:6][CH2:5][O:4][CH3:3])[Si:9]([C:12]([CH3:15])([CH3:14])[CH3:13])([CH3:11])[CH3:10]. (3) Given the reactants C(=O)([O-])[O-].[K+].[K+].[F:7][C:8]1[C:16]([O:17][C:18]2[CH:23]=[CH:22][N:21]=[C:20]([CH2:24][O:25]C(=O)C)[N:19]=2)=[CH:15][CH:14]=[C:13]2[C:9]=1[CH:10]=[C:11]([CH3:42])[N:12]2[C:29](=[O:41])[NH:30][C:31]1[CH:36]=[CH:35][CH:34]=[C:33]([C:37]([F:40])([F:39])[F:38])[CH:32]=1.[NH4+].[Cl-].O, predict the reaction product. The product is: [F:40][C:37]([F:38])([F:39])[C:33]1[CH:32]=[C:31]([NH:30][C:29]([N:12]2[C:13]3[C:9](=[C:8]([F:7])[C:16]([O:17][C:18]4[CH:23]=[CH:22][N:21]=[C:20]([CH2:24][OH:25])[N:19]=4)=[CH:15][CH:14]=3)[CH:10]=[C:11]2[CH3:42])=[O:41])[CH:36]=[CH:35][CH:34]=1. (4) Given the reactants Cl[C:2]1[C:11]2[CH2:10][CH2:9][CH2:8][CH2:7][C:6]=2[N:5]=[C:4]([C:12]2[CH:17]=[CH:16][CH:15]=[CH:14][C:13]=2[C:18]([F:21])([F:20])[F:19])[N:3]=1.[NH2:22][CH2:23][CH2:24][NH:25][C:26]1[CH:33]=[CH:32][C:29]([C:30]#[N:31])=[CH:28][N:27]=1, predict the reaction product. The product is: [F:19][C:18]([F:21])([F:20])[C:13]1[CH:14]=[CH:15][CH:16]=[CH:17][C:12]=1[C:4]1[N:3]=[C:2]([NH:22][CH2:23][CH2:24][NH:25][C:26]2[CH:33]=[CH:32][C:29]([C:30]#[N:31])=[CH:28][N:27]=2)[C:11]2[CH2:10][CH2:9][CH2:8][CH2:7][C:6]=2[N:5]=1.